This data is from Reaction yield outcomes from USPTO patents with 853,638 reactions. The task is: Predict the reaction yield, written as a fraction of the theoretical maximum amount of product (1.0 means a 100% yield; for example, 0.34 means a 34% yield). (1) The reactants are [CH3:1][O:2][C:3](=[O:11])[C:4]1[CH:9]=[CH:8][C:7]([NH2:10])=[CH:6][CH:5]=1.[CH3:12][C:13](O)([C:15]#[N:16])[CH3:14].S([O-])([O-])(=O)=O.[Na+].[Na+]. No catalyst specified. The product is [CH3:1][O:2][C:3](=[O:11])[C:4]1[CH:9]=[CH:8][C:7]([NH:10][C:13]([C:15]#[N:16])([CH3:14])[CH3:12])=[CH:6][CH:5]=1. The yield is 0.920. (2) The reactants are [Cl:1][C:2]1[CH:3]=[C:4]([CH:7]=[CH:8][C:9]=1[OH:10])[CH:5]=[O:6].[CH:11]1[CH:16]=[CH:15][C:14]([CH2:17]Br)=[CH:13][CH:12]=1.C([O-])([O-])=O.[K+].[K+].O. The catalyst is CC#N. The product is [CH2:17]([O:10][C:9]1[CH:8]=[CH:7][C:4]([CH:5]=[O:6])=[CH:3][C:2]=1[Cl:1])[C:14]1[CH:15]=[CH:16][CH:11]=[CH:12][CH:13]=1. The yield is 0.950. (3) The reactants are [F:1][C:2]1[CH:11]=[CH:10][C:5]2[N:6]=[C:7]([NH2:9])[S:8][C:4]=2[CH:3]=1.[C:12]1([CH3:21])[CH:17]=[CH:16][C:15]([C:18](Cl)=[O:19])=[CH:14][CH:13]=1.Br[CH:23]([CH3:29])[C:24]([O:26]CC)=[O:25].COC1C=CC2N=C(N)SC=2C=1.ClC1C=C(C=CC=1)C(Cl)=O.BrCC(OCC)=O. No catalyst specified. The product is [F:1][C:2]1[CH:11]=[CH:10][C:5]2[N:6]([CH:23]([CH3:29])[C:24]([OH:26])=[O:25])[C:7](=[N:9][C:18](=[O:19])[C:15]3[CH:16]=[CH:17][C:12]([CH3:21])=[CH:13][CH:14]=3)[S:8][C:4]=2[CH:3]=1. The yield is 0.300. (4) The reactants are [CH2:1]([O:4][CH2:5][CH:6]([C:10]1[N:14]([CH3:15])[N:13]=[CH:12][C:11]=1[N+:16]([O-:18])=[O:17])[CH2:7][CH:8]=[CH2:9])C=C. The catalyst is Cl[Ru](=CC1C=CC=CC=1)([P](C1CCCCC1)(C1CCCCC1)C1CCCCC1)([P](C1CCCCC1)(C1CCCCC1)C1CCCCC1)Cl.C1(C)C=CC=CC=1. The product is [CH3:15][N:14]1[C:10]([CH:6]2[CH2:7][CH2:8][CH:9]=[CH:1][O:4][CH2:5]2)=[C:11]([N+:16]([O-:18])=[O:17])[CH:12]=[N:13]1. The yield is 0.300. (5) The reactants are [NH:1]([C:21]([O:23][C:24]([CH3:27])([CH3:26])[CH3:25])=[O:22])[C@H:2]([C:18]([OH:20])=[O:19])[CH2:3][CH2:4][CH2:5][CH2:6][NH:7][C:8]([O:10][CH2:11][C:12]1[CH:17]=[CH:16][CH:15]=[CH:14][CH:13]=1)=[O:9].[CH3:28]I. The catalyst is CN(C=O)C. The product is [CH2:11]([O:10][C:8]([NH:7][CH2:6][CH2:5][CH2:4][CH2:3][C@H:2]([NH:1][C:21]([O:23][C:24]([CH3:27])([CH3:26])[CH3:25])=[O:22])[C:18]([O:20][CH3:28])=[O:19])=[O:9])[C:12]1[CH:17]=[CH:16][CH:15]=[CH:14][CH:13]=1. The yield is 0.970. (6) The reactants are [Br:1][C:2]1[CH:3]=[CH:4][C:5](O)=[C:6]([C:8]2([CH2:23][OH:24])[C:16]3[C:11](=[CH:12][CH:13]=[CH:14][CH:15]=3)[N:10]([CH2:17][CH2:18][CH2:19][CH2:20][CH3:21])[C:9]2=[O:22])[CH:7]=1.C1(CCN2C3C(=CC=CC=3)C(C3C(O)=CC4OCOC=4C=3)(CO)C2=O)CC1. No catalyst specified. The product is [Br:1][C:2]1[CH:3]=[CH:4][C:5]2[O:24][CH2:23][C:8]3([C:16]4[C:11](=[CH:12][CH:13]=[CH:14][CH:15]=4)[N:10]([CH2:17][CH2:18][CH2:19][CH2:20][CH3:21])[C:9]3=[O:22])[C:6]=2[CH:7]=1. The yield is 0.0400. (7) The reactants are [CH3:1][C:2]1[CH2:6][CH:5]([CH2:7][O:8][C@H:9]2[CH2:14][CH2:13][C@H:12]([N:15]3[C:20](=[O:21])[C:19]([CH2:22][C:23]4[CH:28]=[CH:27][C:26]([C:29]5[C:30]([C:35]#[N:36])=[CH:31][CH:32]=[CH:33][CH:34]=5)=[CH:25][CH:24]=4)=[C:18]([CH2:37][CH2:38][CH3:39])[N:17]4[N:40]=[CH:41][N:42]=[C:16]34)[CH2:11][CH2:10]2)[O:4][N:3]=1.C([Sn](=O)CCCC)CCC.[N:53]([Si](C)(C)C)=[N+:54]=[N-:55].C1(C)C=CC=CC=1. The catalyst is C(OCC)(=O)C. The product is [CH3:1][C:2]1[CH2:6][CH:5]([CH2:7][O:8][C@H:9]2[CH2:14][CH2:13][C@H:12]([N:15]3[C:20](=[O:21])[C:19]([CH2:22][C:23]4[CH:28]=[CH:27][C:26]([C:29]5[CH:34]=[CH:33][CH:32]=[CH:31][C:30]=5[C:35]5[NH:55][N:54]=[N:53][N:36]=5)=[CH:25][CH:24]=4)=[C:18]([CH2:37][CH2:38][CH3:39])[N:17]4[N:40]=[CH:41][N:42]=[C:16]34)[CH2:11][CH2:10]2)[O:4][N:3]=1. The yield is 0.350.